From a dataset of Carcinogenicity classification data from Lagunin et al.. Regression/Classification. Given a drug SMILES string, predict its toxicity properties. Task type varies by dataset: regression for continuous values (e.g., LD50, hERG inhibition percentage) or binary classification for toxic/non-toxic outcomes (e.g., AMES mutagenicity, cardiotoxicity, hepatotoxicity). Dataset: carcinogens_lagunin. (1) The drug is Cc1nccc2c1[nH]c1ccccc12. The result is 0 (non-carcinogenic). (2) The drug is CC(C)=CCC/C(C)=C/CC1=C(C)C(=O)c2ccccc2C1=O. The result is 0 (non-carcinogenic). (3) The molecule is C[C@]12CC[C@H]3[C@@H](CC[C@H]4C[C@@H](O)CC[C@@]43C)[C@@H]1CCC2=O. The result is 0 (non-carcinogenic). (4) The compound is O=c1cc(-c2ccccc2)oc2cc(O)cc(O)c12. The result is 0 (non-carcinogenic). (5) The drug is O=c1cc(-c2ccc(O)cc2)oc2c(C3O[C@H](CO)[C@@H](O)[C@H](O)[C@H]3O)c(O)cc(O)c12. The result is 0 (non-carcinogenic). (6) The molecule is CO[C@@]1(NC(=O)[C@H](C(=O)O)c2ccc(O)cc2)C(=O)N2C(C(=O)O)=C(CSc3nnnn3C)CO[C@@H]21. The result is 0 (non-carcinogenic).